This data is from Reaction yield outcomes from USPTO patents with 853,638 reactions. The task is: Predict the reaction yield, written as a fraction of the theoretical maximum amount of product (1.0 means a 100% yield; for example, 0.34 means a 34% yield). (1) The reactants are C(OC[N:9]1[C:18](=[O:19])[C:17]2[C:12](=[CH:13][C:14]([O:24][CH3:25])=[CH:15][C:16]=2[O:20][CH2:21][CH2:22][Cl:23])[N:11]=[CH:10]1)(=O)C(C)(C)C.N. The catalyst is CO.C(OC)(C)(C)C. The product is [Cl:23][CH2:22][CH2:21][O:20][C:16]1[CH:15]=[C:14]([O:24][CH3:25])[CH:13]=[C:12]2[C:17]=1[C:18](=[O:19])[NH:9][CH:10]=[N:11]2. The yield is 0.780. (2) The yield is 0.820. The reactants are [CH3:1][O:2][C:3]1[CH:8]=[C:7]([CH:9]=O)[CH:6]=[CH:5][C:4]=1[OH:11].[CH2:12]([NH2:19])[C:13]1[CH:18]=[CH:17][CH:16]=[CH:15][CH:14]=1.[CH2:20]([N:28]=[C:29]=[S:30])[CH2:21][C:22]1[CH:27]=[CH:26][CH:25]=[CH:24][CH:23]=1. The product is [CH2:12]([N:19]([CH2:9][C:7]1[CH:6]=[CH:5][C:4]([OH:11])=[C:3]([O:2][CH3:1])[CH:8]=1)[C:29]([NH:28][CH2:20][CH2:21][C:22]1[CH:27]=[CH:26][CH:25]=[CH:24][CH:23]=1)=[S:30])[C:13]1[CH:18]=[CH:17][CH:16]=[CH:15][CH:14]=1. The catalyst is CO.[Pt]. (3) The reactants are C(N(C(C)C)CC)(C)C.O[C@@H:11]1[CH2:15][CH2:14][O:13][C:12]1=[O:16].FC(F)(F)S(OS(C(F)(F)F)(=O)=O)(=O)=O.[Cl:32][C:33]1[CH:41]=[CH:40][CH:39]=[C:38]2[C:34]=1[CH2:35][CH2:36][NH:37]2. The catalyst is ClCCl.C(OC(=O)C)C. The product is [Cl:32][C:33]1[CH:41]=[CH:40][CH:39]=[C:38]2[C:34]=1[CH2:35][CH2:36][N:37]2[C@H:11]1[CH2:15][CH2:14][O:13][C:12]1=[O:16]. The yield is 0.800.